Dataset: Full USPTO retrosynthesis dataset with 1.9M reactions from patents (1976-2016). Task: Predict the reactants needed to synthesize the given product. (1) Given the product [Cl:12][C:13]1[C:17](=[O:18])[N:16]([C:19]2[CH:24]=[CH:23][CH:22]=[CH:21][CH:20]=2)[N:15]([CH3:25])[C:14]=1[CH:26]([N:28]1[CH2:33][CH2:32][C:31]([C:2]2[CH:7]=[C:6]([Cl:8])[CH:5]=[CH:4][C:3]=2[O:9][CH3:10])([OH:34])[CH2:30][CH2:29]1)[CH3:27], predict the reactants needed to synthesize it. The reactants are: Br[C:2]1[CH:7]=[C:6]([Cl:8])[CH:5]=[CH:4][C:3]=1[O:9][CH3:10].[Mg].[Cl:12][C:13]1[C:17](=[O:18])[N:16]([C:19]2[CH:24]=[CH:23][CH:22]=[CH:21][CH:20]=2)[N:15]([CH3:25])[C:14]=1[CH:26]([N:28]1[CH2:33][CH2:32][C:31](=[O:34])[CH2:30][CH2:29]1)[CH3:27]. (2) Given the product [CH:1]([N:4]1[CH2:9][CH2:8][CH:7]([S:10]([C:12]2[CH:13]=[CH:14][C:15]3[O:21][CH2:20][CH2:19][N:18]4[CH:22]=[C:23]([C:25]5[CH:30]=[CH:29][CH:28]=[CH:27][N:26]=5)[N:24]=[C:17]4[C:16]=3[CH:31]=2)(=[O:33])=[O:11])[CH2:6][CH2:5]1)([CH3:3])[CH3:2], predict the reactants needed to synthesize it. The reactants are: [CH:1]([N:4]1[CH2:9][CH2:8][CH:7]([S:10]([C:12]2[CH:13]=[CH:14][C:15]3[O:21][CH2:20][CH2:19][N:18]4[CH:22]=[C:23]([C:25]5[CH:30]=[CH:29][CH:28]=[CH:27][N:26]=5)[N:24]=[C:17]4[C:16]=3[CH:31]=2)=[O:11])[CH2:6][CH2:5]1)([CH3:3])[CH3:2].C(O)(C(F)(F)F)=[O:33].C1C=C(Cl)C=C(C(OO)=O)C=1. (3) Given the product [NH2:27][CH:1]([CH:4]1[O:9][CH2:8][CH2:7][N:6]([C:10]([O:12][CH2:13][C:14]2[CH:19]=[CH:18][CH:17]=[CH:16][CH:15]=2)=[O:11])[CH2:5]1)[CH3:2], predict the reactants needed to synthesize it. The reactants are: [C:1]([CH:4]1[O:9][CH2:8][CH2:7][N:6]([C:10]([O:12][CH2:13][C:14]2[CH:19]=[CH:18][CH:17]=[CH:16][CH:15]=2)=[O:11])[CH2:5]1)(=O)[CH3:2].C([O-])(C)=O.[NH4+].[BH3-]C#[N:27].[Na+].O. (4) Given the product [OH:32][CH2:31][CH2:30][CH2:29][NH:28][CH2:12][CH:8]1[CH2:7][CH2:6][C:5]2[C:10](=[CH:11][C:2]([NH:1][S:24]([C:15]3[CH:16]=[CH:17][C:18]4[C:23](=[CH:22][CH:21]=[CH:20][CH:19]=4)[CH:14]=3)(=[O:26])=[O:25])=[CH:3][CH:4]=2)[O:9]1, predict the reactants needed to synthesize it. The reactants are: [NH2:1][C:2]1[CH:11]=[C:10]2[C:5]([CH2:6][CH2:7][CH:8]([CH2:12]O)[O:9]2)=[CH:4][CH:3]=1.[CH:14]1[C:23]2[C:18](=[CH:19][CH:20]=[CH:21][CH:22]=2)[CH:17]=[CH:16][C:15]=1[S:24](Cl)(=[O:26])=[O:25].[NH2:28][CH2:29][CH2:30][CH2:31][OH:32]. (5) Given the product [NH:11]1[C:2]2[CH2:7][CH2:6][CH2:5][CH2:4][C:3]=2[CH:8]=[CH:9][C:10]1=[O:12], predict the reactants needed to synthesize it. The reactants are: O=[C:2]1[CH2:7][CH2:6][CH2:5][CH2:4][CH:3]1[CH2:8][CH2:9][C:10]#[N:11].[OH:12]S(O)(=O)=O.